Dataset: Catalyst prediction with 721,799 reactions and 888 catalyst types from USPTO. Task: Predict which catalyst facilitates the given reaction. (1) The catalyst class is: 13. Reactant: [Br:1][C:2]1[CH:7]=[CH:6][N:5]=[C:4]([NH2:8])[CH:3]=1.C(O)C.Cl[CH:13]([CH:19]=O)[C:14]([O:16][CH2:17][CH3:18])=[O:15].C(=O)(O)[O-].[Na+]. Product: [Br:1][C:2]1[CH:7]=[CH:6][N:5]2[C:13]([C:14]([O:16][CH2:17][CH3:18])=[O:15])=[CH:19][N:8]=[C:4]2[CH:3]=1. (2) Reactant: [Cl:1][C:2]1[N:3]=[C:4]([N:14]2[CH2:19][CH2:18][O:17][CH2:16][CH2:15]2)[C:5]2[N:10]=[C:9]([C:11]([OH:13])=O)[S:8][C:6]=2[N:7]=1.[CH3:20][C:21]1([CH3:31])[NH:26][CH2:25][CH2:24][N:23]([CH:27]2[CH2:30][O:29][CH2:28]2)[CH2:22]1.CN(C(ON1N=NC2C=CC=NC1=2)=[N+](C)C)C.F[P-](F)(F)(F)(F)F.CCN(C(C)C)C(C)C. Product: [Cl:1][C:2]1[N:3]=[C:4]([N:14]2[CH2:19][CH2:18][O:17][CH2:16][CH2:15]2)[C:5]2[N:10]=[C:9]([C:11]([N:26]3[CH2:25][CH2:24][N:23]([CH:27]4[CH2:30][O:29][CH2:28]4)[CH2:22][C:21]3([CH3:31])[CH3:20])=[O:13])[S:8][C:6]=2[N:7]=1. The catalyst class is: 2. (3) Product: [C:11]([O:14][C:15]([NH:1][C@H:2]([CH2:7][CH:8]=[CH2:9])[C:3]([O:5][CH3:6])=[O:4])=[O:16])([CH3:13])([CH3:12])[CH3:10]. Reactant: [NH2:1][C@H:2]([CH2:7][CH:8]=[CH2:9])[C:3]([O:5][CH3:6])=[O:4].[CH3:10][C:11]([O:14][C:15](O[C:15]([O:14][C:11]([CH3:13])([CH3:12])[CH3:10])=[O:16])=[O:16])([CH3:13])[CH3:12]. The catalyst class is: 2. (4) Reactant: [CH:1]1([CH2:4][N:5]2[CH2:10][CH2:9][C:8](=[O:11])[CH2:7][CH2:6]2)[CH2:3][CH2:2]1.[BH4-].[Na+].O.[OH-].[Na+]. Product: [CH:1]1([CH2:4][N:5]2[CH2:10][CH2:9][CH:8]([OH:11])[CH2:7][CH2:6]2)[CH2:2][CH2:3]1. The catalyst class is: 412. (5) Reactant: [N:1]12[CH2:8][CH2:7][CH:4]([CH2:5][CH2:6]1)[CH:3]([NH:9][C:10]([C:12]1[CH:13]=[C:14]([N:18]3[C:23]4[N:24]=[CH:25][C:26]([F:28])=[CH:27][C:22]=4[C:21](=[O:29])[N:20]([C@@H:30]4[CH2:35][CH2:34][C@H:33]([NH:36]C(=O)OC(C)(C)C)[CH2:32][CH2:31]4)[C:19]3=[O:44])[CH:15]=[CH:16][CH:17]=1)=[O:11])[CH2:2]2.Cl.O1CCOCC1.[F:52][C:53]1[CH:54]=[CH:55][C:56]2[N:57]([CH:59]=[C:60]([C:62]([OH:64])=O)[N:61]=2)[CH:58]=1.C(N(CC)C(C)C)(C)C. Product: [N:1]12[CH2:8][CH2:7][CH:4]([CH2:5][CH2:6]1)[CH:3]([NH:9][C:10]([C:12]1[CH:13]=[C:14]([N:18]3[C:23]4[N:24]=[CH:25][C:26]([F:28])=[CH:27][C:22]=4[C:21](=[O:29])[N:20]([C@@H:30]4[CH2:35][CH2:34][C@H:33]([NH:36][C:62]([C:60]5[N:61]=[C:56]6[CH:55]=[CH:54][C:53]([F:52])=[CH:58][N:57]6[CH:59]=5)=[O:64])[CH2:32][CH2:31]4)[C:19]3=[O:44])[CH:15]=[CH:16][CH:17]=1)=[O:11])[CH2:2]2. The catalyst class is: 255. (6) Product: [Cl:1][C:2]1[CH:7]=[C:6]2[N:8]([CH3:9])[C@@H:10]([CH3:13])[CH2:11][N:5]2[C:4](=[O:14])[N:3]=1. The catalyst class is: 7. Reactant: [Cl:1][C:2]1[CH:7]=[C:6]([N:8]([C@@H:10]([CH3:13])[CH2:11]O)[CH3:9])[NH:5][C:4](=[O:14])[N:3]=1.C(N(CC)CC)C.CS(Cl)(=O)=O. (7) Reactant: [Cl:1][C:2]1[CH:7]=[CH:6][C:5]([C@@H:8]2[CH2:12][C@@H:11]([OH:13])[CH2:10][C@H:9]2[C:14]([OH:16])=O)=[CH:4][CH:3]=1.Cl.CN(C)CCCN=C=NCC.ON1C2C=CC=CC=2N=N1.CN1CCOCC1.[Cl-].[CH:47]1([C:53]2([CH2:59][N:60]3[C:64]([CH2:67]C)([CH2:65]C)[CH2:63][O:62][C:61]3=[O:69])[CH2:58][CH2:57][NH2+:56][CH2:55][CH2:54]2)[CH2:52][CH2:51][CH2:50][CH2:49][CH2:48]1. Product: [Cl:1][C:2]1[CH:3]=[CH:4][C:5]([C@@H:8]2[CH2:12][C@@H:11]([OH:13])[CH2:10][C@H:9]2[C:14]([N:56]2[CH2:57][CH2:58][C:53]([CH2:59][N:60]3[C:64]([CH3:65])([CH3:67])[CH2:63][O:62][C:61]3=[O:69])([CH:47]3[CH2:48][CH2:49][CH2:50][CH2:51][CH2:52]3)[CH2:54][CH2:55]2)=[O:16])=[CH:6][CH:7]=1. The catalyst class is: 2.